Dataset: Forward reaction prediction with 1.9M reactions from USPTO patents (1976-2016). Task: Predict the product of the given reaction. Given the reactants Br[C:2]1[C:3]([CH3:22])=[C:4]([CH:18]=[C:19](I)[CH:20]=1)[C:5]([NH:7][CH2:8][C:9]1[C:10](=[O:17])[NH:11][C:12]([CH3:16])=[CH:13][C:14]=1[CH3:15])=[O:6].[CH3:23][S:24][C:25]1[N:30]=[CH:29][C:28](B2OC(C)(C)C(C)(C)O2)=[CH:27][N:26]=1.[CH3:40][N:41]1[C:45](B2OC(C)(C)C(C)(C)O2)=[C:44]([CH3:55])[CH:43]=[N:42]1, predict the reaction product. The product is: [CH3:40][N:41]1[C:45]([C:2]2[C:3]([CH3:22])=[C:4]([CH:18]=[C:19]([C:28]3[CH:29]=[N:30][C:25]([S:24][CH3:23])=[N:26][CH:27]=3)[CH:20]=2)[C:5]([NH:7][CH2:8][C:9]2[C:10](=[O:17])[NH:11][C:12]([CH3:16])=[CH:13][C:14]=2[CH3:15])=[O:6])=[C:44]([CH3:55])[CH:43]=[N:42]1.